This data is from Catalyst prediction with 721,799 reactions and 888 catalyst types from USPTO. The task is: Predict which catalyst facilitates the given reaction. (1) Reactant: [F:1][C:2]1[CH:10]=[CH:9][CH:8]=[C:7]2[C:3]=1[C:4]([C:11]([OH:13])=[O:12])=[CH:5][NH:6]2.[CH3:14]O. Product: [CH3:14][O:12][C:11]([C:4]1[C:3]2[C:7](=[CH:8][CH:9]=[CH:10][C:2]=2[F:1])[NH:6][CH:5]=1)=[O:13]. The catalyst class is: 33. (2) Reactant: CC1C=CC(S(O[CH:12]([CH2:14][CH2:15][CH2:16][CH:17]([CH3:20])[CH:18]=[CH2:19])[CH3:13])(=O)=O)=CC=1.[CH2:21]([O:23][C:24](=[O:40])[CH2:25][N:26]=[C:27]([C:34]1[CH:39]=[CH:38][CH:37]=[CH:36][CH:35]=1)[C:28]1[CH:33]=[CH:32][CH:31]=[CH:30][CH:29]=1)[CH3:22].[Li+].C[Si]([N-][Si](C)(C)C)(C)C. Product: [C:28]1([C:27](=[N:26][CH:25]([C@H:12]([CH3:13])[CH2:14][CH2:15][CH2:16][CH:17]([CH3:20])[CH:18]=[CH2:19])[C:24]([O:23][CH2:21][CH3:22])=[O:40])[C:34]2[CH:39]=[CH:38][CH:37]=[CH:36][CH:35]=2)[CH:29]=[CH:30][CH:31]=[CH:32][CH:33]=1. The catalyst class is: 11. (3) Reactant: Cl.Cl.[N:3]1([C:9]2[CH:14]=[CH:13][C:12]([N:15]3[CH2:19][C@H:18]([CH2:20][O:21][C:22]4[CH:26]=[CH:25][O:24][N:23]=4)[O:17][C:16]3=[O:27])=[CH:11][C:10]=2[F:28])[CH2:8][CH2:7][NH:6][CH2:5][CH2:4]1.C(N(CC)C(C)C)(C)C.[CH3:38][N:39]1[CH2:43][C@H:42]([OH:44])[CH2:41][C@H:40]1[C:45](O)=[O:46].F[P-](F)(F)(F)(F)F.N1(OC(N(C)C)=[N+](C)C)C2N=CC=CC=2N=N1. Product: [CH3:38][N:39]1[CH2:43][C@H:42]([OH:44])[CH2:41][C@H:40]1[C:45]([N:6]1[CH2:5][CH2:4][N:3]([C:9]2[CH:14]=[CH:13][C:12]([N:15]3[CH2:19][C@H:18]([CH2:20][O:21][C:22]4[CH:26]=[CH:25][O:24][N:23]=4)[O:17][C:16]3=[O:27])=[CH:11][C:10]=2[F:28])[CH2:8][CH2:7]1)=[O:46]. The catalyst class is: 3. (4) Reactant: [CH3:1][N:2]1[N:6]=[N:5][C:4]([C:7]2[CH:12]=[CH:11][C:10]([C:13]3[CH:18]=[CH:17][C:16]([N:19]4[CH2:23][C@H:22]([CH2:24]OS(C)(=O)=O)[O:21][C:20]4=[O:30])=[CH:15][C:14]=3[F:31])=[CH:9][N:8]=2)=[N:3]1.Cl.[CH3:33][NH:34][CH3:35]. Product: [CH3:1][N:2]1[N:6]=[N:5][C:4]([C:7]2[CH:12]=[CH:11][C:10]([C:13]3[CH:18]=[CH:17][C:16]([N:19]4[CH2:23][C@@H:22]([CH2:24][N:34]([CH3:35])[CH3:33])[O:21][C:20]4=[O:30])=[CH:15][C:14]=3[F:31])=[CH:9][N:8]=2)=[N:3]1. The catalyst class is: 9. (5) Reactant: Cl[C:2]1[N:7]=[C:6]([N:8]([CH:12]2[CH2:14][CH2:13]2)[C:9](=[O:11])[CH3:10])[CH:5]=[CH:4][N:3]=1.Cl.[NH2:16][C@H:17]([C:19]1[C:20](=[O:30])[NH:21][C:22]2[C:27]([CH:28]=1)=[CH:26][C:25]([Cl:29])=[CH:24][CH:23]=2)[CH3:18].CCN(C(C)C)C(C)C. Product: [Cl:29][C:25]1[CH:26]=[C:27]2[C:22](=[CH:23][CH:24]=1)[NH:21][C:20](=[O:30])[C:19]([C@@H:17]([NH:16][C:2]1[N:7]=[C:6]([N:8]([CH:12]3[CH2:14][CH2:13]3)[C:9](=[O:11])[CH3:10])[CH:5]=[CH:4][N:3]=1)[CH3:18])=[CH:28]2. The catalyst class is: 14. (6) The catalyst class is: 132. Product: [CH3:7][O:8][C:9]1[CH:10]=[C:11]2[C:16](=[C:17]3[CH2:21][C:20]([CH3:23])([CH3:22])[O:19][C:18]=13)[C:15]([C:24]1[CH:25]=[C:26]([NH:30][C:34]([C:35]3[CH:36]=[N:37][CH:38]=[CH:39][CH:40]=3)=[O:41])[CH:27]=[CH:28][CH:29]=1)=[N:14][C:13]([CH3:32])([CH3:31])[CH2:12]2. Reactant: C(=O)([O-])[O-].[Na+].[Na+].[CH3:7][O:8][C:9]1[CH:10]=[C:11]2[C:16](=[C:17]3[CH2:21][C:20]([CH3:23])([CH3:22])[O:19][C:18]=13)[C:15]([C:24]1[CH:25]=[C:26]([NH2:30])[CH:27]=[CH:28][CH:29]=1)=[N:14][C:13]([CH3:32])([CH3:31])[CH2:12]2.Cl.[C:34](Cl)(=[O:41])[C:35]1[CH:40]=[CH:39][CH:38]=[N:37][CH:36]=1. (7) Reactant: Cl.[Br:2][C:3]1[CH:15]=[CH:14][C:13]([O:16][CH3:17])=[CH:12][C:4]=1[CH2:5][CH:6]1[CH2:11][CH2:10][NH:9][CH2:8][CH2:7]1.[OH-].[Na+].[CH2:20](Br)[CH2:21][C:22]1[CH:27]=[CH:26][CH:25]=[CH:24][CH:23]=1.C(=O)([O-])[O-].[K+].[K+].[I-].[K+]. The catalyst class is: 10. Product: [CH2:20]([N:9]1[CH2:8][CH2:7][CH:6]([CH2:5][C:4]2[CH:12]=[C:13]([O:16][CH3:17])[CH:14]=[CH:15][C:3]=2[Br:2])[CH2:11][CH2:10]1)[CH2:21][C:22]1[CH:27]=[CH:26][CH:25]=[CH:24][CH:23]=1.